Dataset: Catalyst prediction with 721,799 reactions and 888 catalyst types from USPTO. Task: Predict which catalyst facilitates the given reaction. (1) Reactant: [CH3:1][S:2]([O:5][CH2:6][CH2:7][CH2:8][O:9][C:10]1[CH:15]=[CH:14][C:13]([C:16]2[N:21]=[C:20]([C:22]#[N:23])[C:19]3[N:24]=[CH:25][N:26]([CH3:27])[C:18]=3[CH:17]=2)=[CH:12][C:11]=1[C:28]([F:31])([F:30])[F:29])(=[O:4])=[O:3].[NH3:32]. Product: [NH2:32][CH2:6][CH2:7][CH2:8][O:9][C:10]1[CH:15]=[CH:14][C:13]([C:16]2[N:21]=[C:20]([C:22]#[N:23])[C:19]3[N:24]=[CH:25][N:26]([CH3:27])[C:18]=3[CH:17]=2)=[CH:12][C:11]=1[C:28]([F:29])([F:30])[F:31].[CH3:1][S:2]([OH:5])(=[O:4])=[O:3]. The catalyst class is: 5. (2) Reactant: [C:1]([O:5][C:6]([N:8]1[CH2:13][CH2:12][CH:11]([NH:14][C:15]2[CH:20]=[CH:19][C:18]([O:21][CH2:22][C:23]3[CH:28]=[CH:27][CH:26]=[CH:25][CH:24]=3)=[CH:17][CH:16]=2)[CH2:10][CH2:9]1)=[O:7])([CH3:4])([CH3:3])[CH3:2].[CH:29](=O)[CH2:30][CH:31]([CH3:33])[CH3:32].[BH-](OC(C)=O)(OC(C)=O)OC(C)=O.[Na+]. Product: [C:1]([O:5][C:6]([N:8]1[CH2:13][CH2:12][CH:11]([N:14]([C:15]2[CH:16]=[CH:17][C:18]([O:21][CH2:22][C:23]3[CH:28]=[CH:27][CH:26]=[CH:25][CH:24]=3)=[CH:19][CH:20]=2)[CH2:29][CH2:30][CH:31]([CH3:33])[CH3:32])[CH2:10][CH2:9]1)=[O:7])([CH3:4])([CH3:2])[CH3:3]. The catalyst class is: 2. (3) Reactant: [CH2:1]([O:3][C:4]1[CH:33]=[C:32]([F:34])[C:7]([CH2:8][N:9]2[C:17]3[C:12](=[CH:13][CH:14]=[CH:15][CH:16]=3)[C:11]([C:18]3[N:23]=[C:22]([NH:24][C:25]4[CH:30]=[CH:29][N:28]=[CH:27][CH:26]=4)[C:21]([OH:31])=[CH:20][N:19]=3)=[N:10]2)=[C:6]([F:35])[CH:5]=1)[CH3:2].[OH-].[K+].Cl[C:39]([F:49])([F:48])C(C1C=CC=CC=1)=O. Product: [F:48][CH:39]([F:49])[O:31][C:21]1[C:22]([NH:24][C:25]2[CH:30]=[CH:29][N:28]=[CH:27][CH:26]=2)=[N:23][C:18]([C:11]2[C:12]3[C:17](=[CH:16][CH:15]=[CH:14][CH:13]=3)[N:9]([CH2:8][C:7]3[C:6]([F:35])=[CH:5][C:4]([O:3][CH2:1][CH3:2])=[CH:33][C:32]=3[F:34])[N:10]=2)=[N:19][CH:20]=1. The catalyst class is: 10. (4) Reactant: Cl.[C:2]([O:6][C:7]([C:9]1[N:14]=[C:13]([CH:15]2[CH2:20][CH2:19][N:18](C(OC(C)(C)C)=O)[CH2:17][CH2:16]2)[CH:12]=[CH:11][CH:10]=1)=[O:8])([CH3:5])([CH3:4])[CH3:3].C([O-])(O)=O.[Na+].O. Product: [C:2]([O:6][C:7]([C:9]1[N:14]=[C:13]([CH:15]2[CH2:20][CH2:19][NH:18][CH2:17][CH2:16]2)[CH:12]=[CH:11][CH:10]=1)=[O:8])([CH3:5])([CH3:3])[CH3:4]. The catalyst class is: 12. (5) Reactant: [O:1]1[CH2:6][CH2:5][CH2:4][CH2:3][CH:2]1[O:7][CH2:8][CH2:9][CH2:10][OH:11].[H-].[Na+].[Br:14][CH2:15][CH2:16][CH2:17][CH2:18]Br.O. Product: [Br:14][CH2:15][CH2:16][CH2:17][CH2:18][O:11][CH2:10][CH2:9][CH2:8][O:7][CH:2]1[CH2:3][CH2:4][CH2:5][CH2:6][O:1]1. The catalyst class is: 1. (6) Reactant: [Cl:1][C:2]1[CH:12]=[C:11]([F:13])[C:10]([F:14])=[CH:9][C:3]=1[C:4]([N:6]=[C:7]=[O:8])=[O:5].[NH:15]1[C:19]2[CH:20]=[CH:21][CH:22]=[CH:23][C:18]=2[N:17]=[C:16]1[C:24]1[CH:29]=[CH:28][CH:27]=[CH:26][C:25]=1[NH2:30]. Product: [NH:15]1[C:19]2[CH:20]=[CH:21][CH:22]=[CH:23][C:18]=2[N:17]=[C:16]1[C:24]1[CH:29]=[CH:28][CH:27]=[CH:26][C:25]=1[NH:30][C:7]([NH:6][C:4](=[O:5])[C:3]1[CH:9]=[C:10]([F:14])[C:11]([F:13])=[CH:12][C:2]=1[Cl:1])=[O:8]. The catalyst class is: 10.